Regression. Given a peptide amino acid sequence and an MHC pseudo amino acid sequence, predict their binding affinity value. This is MHC class I binding data. From a dataset of Peptide-MHC class I binding affinity with 185,985 pairs from IEDB/IMGT. The peptide sequence is YTVKSPNL. The MHC is H-2-Db with pseudo-sequence H-2-Db. The binding affinity (normalized) is 0.